From a dataset of Full USPTO retrosynthesis dataset with 1.9M reactions from patents (1976-2016). Predict the reactants needed to synthesize the given product. (1) Given the product [O:26]=[S:2]1(=[O:1])[CH:3]=[CH:4][N:5]([C:8]2[C:13]([F:14])=[CH:12][C:11]([N:15]3[CH2:19][C@H:18]([C:20]([O:22][CH3:23])=[O:21])[O:17][C:16]3=[O:24])=[CH:10][C:9]=2[F:25])[CH2:6][CH2:7]1, predict the reactants needed to synthesize it. The reactants are: [O:1]=[S:2]1(=[O:26])[CH2:7][CH2:6][N:5]([C:8]2[C:13]([F:14])=[CH:12][C:11]([N:15]3[CH2:19][C@H:18]([C:20]([O:22][CH3:23])=[O:21])[O:17][C:16]3=[O:24])=[CH:10][C:9]=2[F:25])[CH2:4][CH2:3]1.ClC1C(=O)C(C#N)=C(C#N)C(=O)C=1Cl.[O-]S([O-])=O.[Na+].[Na+]. (2) Given the product [C:18]([O:17][C:15]([N:11]1[CH2:12][CH2:13][CH2:14][C@H:8]([N:7]([CH2:6][C:5]2[CH:31]=[C:32]([C:34]([F:35])([F:37])[F:36])[CH:33]=[C:3]([C:2]([F:1])([F:38])[F:39])[CH:4]=2)[C:43](=[O:44])[CH2:42][C:41](=[O:45])[CH3:40])[C:9]2[CH:25]=[C:24]([CH3:26])[C:23]([C:27]([F:30])([F:28])[F:29])=[CH:22][C:10]1=2)=[O:16])([CH3:19])([CH3:21])[CH3:20], predict the reactants needed to synthesize it. The reactants are: [F:1][C:2]([F:39])([F:38])[C:3]1[CH:4]=[C:5]([CH:31]=[C:32]([C:34]([F:37])([F:36])[F:35])[CH:33]=1)[CH2:6][NH:7][C@H:8]1[CH2:14][CH2:13][CH2:12][N:11]([C:15]([O:17][C:18]([CH3:21])([CH3:20])[CH3:19])=[O:16])[C:10]2[CH:22]=[C:23]([C:27]([F:30])([F:29])[F:28])[C:24]([CH3:26])=[CH:25][C:9]1=2.[CH2:40]=[C:41]1[O:45][C:43](=[O:44])[CH2:42]1. (3) Given the product [NH2:25][C:8]1[CH:7]=[CH:6][C:5]([C:3]([O:2][CH3:1])=[O:4])=[CH:10][C:9]=1[NH:11][CH2:12][C@@H:13]1[CH2:17][CH2:16][N:15]([C:18]([O:20][C:21]([CH3:24])([CH3:23])[CH3:22])=[O:19])[CH2:14]1, predict the reactants needed to synthesize it. The reactants are: [CH3:1][O:2][C:3]([C:5]1[CH:6]=[CH:7][C:8]([N+:25]([O-])=O)=[C:9]([NH:11][CH2:12][C@@H:13]2[CH2:17][CH2:16][N:15]([C:18]([O:20][C:21]([CH3:24])([CH3:23])[CH3:22])=[O:19])[CH2:14]2)[CH:10]=1)=[O:4].[H][H]. (4) Given the product [Cl:1][C:2]1[C:6]([N:7]([CH2:15][CH3:16])[C:8](=[O:14])[CH:9]([CH3:13])[CH2:10][CH:11]=[O:23])=[CH:5][N:4]([C:17]2[CH:18]=[N:19][CH:20]=[CH:21][CH:22]=2)[N:3]=1, predict the reactants needed to synthesize it. The reactants are: [Cl:1][C:2]1[C:6]([N:7]([CH2:15][CH3:16])[C:8](=[O:14])[CH:9]([CH3:13])[CH2:10][CH:11]=C)=[CH:5][N:4]([C:17]2[CH:18]=[N:19][CH:20]=[CH:21][CH:22]=2)[N:3]=1.[O:23]=[O+][O-].O=O.C1(P(C2C=CC=CC=2)C2C=CC=CC=2)C=CC=CC=1. (5) Given the product [NH2:1][S:2]([C:5]1[CH:6]=[CH:7][C:8]([C:9]([NH:20][C:18]2[CH:17]=[N:16][O:15][CH:19]=2)=[O:11])=[CH:12][CH:13]=1)(=[O:3])=[O:4], predict the reactants needed to synthesize it. The reactants are: [NH2:1][S:2]([C:5]1[CH:13]=[CH:12][C:8]([C:9]([OH:11])=O)=[CH:7][CH:6]=1)(=[O:4])=[O:3].Cl.[O:15]1[CH:19]=[C:18]([NH2:20])[CH:17]=[N:16]1.